This data is from Peptide-MHC class II binding affinity with 134,281 pairs from IEDB. The task is: Regression. Given a peptide amino acid sequence and an MHC pseudo amino acid sequence, predict their binding affinity value. This is MHC class II binding data. (1) The peptide sequence is IYNVLPTTSLVL. The MHC is DRB1_0701 with pseudo-sequence DRB1_0701. The binding affinity (normalized) is 0.595. (2) The peptide sequence is EFIAKVRSHAAIGAY. The MHC is DRB1_0901 with pseudo-sequence DRB1_0901. The binding affinity (normalized) is 0.787. (3) The peptide sequence is INAGFKAALAAAAGVPPADKY. The MHC is DRB1_1302 with pseudo-sequence DRB1_1302. The binding affinity (normalized) is 0.489. (4) The peptide sequence is THGIRPVVSTQLLLY. The MHC is DRB1_0701 with pseudo-sequence DRB1_0701. The binding affinity (normalized) is 1.00. (5) The peptide sequence is VLLAFNCHERPYDLD. The MHC is DRB1_1101 with pseudo-sequence DRB1_1101. The binding affinity (normalized) is 0.282. (6) The peptide sequence is VTKDTNDNNLYKLHG. The MHC is HLA-DQA10303-DQB10402 with pseudo-sequence HLA-DQA10303-DQB10402. The binding affinity (normalized) is 0.373. (7) The peptide sequence is FFHMNIYECKGVTVK. The MHC is HLA-DQA10102-DQB10502 with pseudo-sequence HLA-DQA10102-DQB10502. The binding affinity (normalized) is 0.104. (8) The peptide sequence is LVEMFKTKGRYNLDP. The MHC is DRB1_0101 with pseudo-sequence DRB1_0101. The binding affinity (normalized) is 0.155.